Dataset: hERG channel blocking data for cardiac toxicity assessment. Task: Regression/Classification. Given a drug SMILES string, predict its toxicity properties. Task type varies by dataset: regression for continuous values (e.g., LD50, hERG inhibition percentage) or binary classification for toxic/non-toxic outcomes (e.g., AMES mutagenicity, cardiotoxicity, hepatotoxicity). Dataset: herg. The drug is N/C(CC/C(N)=N/O)=N\O. The result is 0 (non-blocker).